From a dataset of Forward reaction prediction with 1.9M reactions from USPTO patents (1976-2016). Predict the product of the given reaction. The product is: [NH2:1][C:2]1[C:7]([C:8]([NH:10][C@H:11]([C:13]2[CH:18]=[CH:17][C:16]([F:19])=[C:15]([F:20])[CH:14]=2)[CH3:12])=[O:9])=[C:6]([Cl:21])[N:5]=[CH:4][C:3]=1[Br:22]. Given the reactants [NH2:1][C:2]1[C:7]([C:8]([NH:10][C@H:11]([C:13]2[CH:18]=[CH:17][C:16]([F:19])=[C:15]([F:20])[CH:14]=2)[CH3:12])=[O:9])=[C:6]([Cl:21])[N:5]=[CH:4][CH:3]=1.[Br:22]Br.N, predict the reaction product.